The task is: Predict the reactants needed to synthesize the given product.. This data is from Full USPTO retrosynthesis dataset with 1.9M reactions from patents (1976-2016). (1) Given the product [CH3:1][S:2]([OH:5])(=[O:4])=[O:3].[CH3:6][C:7]1([CH3:36])[O:11][C:10]([C:12]2[CH:19]=[CH:18][C:15]([C:16]#[N:17])=[CH:14][CH:13]=2)=[C:9]([C:20]2[CH:25]=[CH:24][C:23]([O:26][CH2:27][C:28]3[CH:33]=[CH:32][C:31]([CH3:34])=[CH:30][N:29]=3)=[CH:22][CH:21]=2)[C:8]1=[O:35], predict the reactants needed to synthesize it. The reactants are: [CH3:1][S:2]([OH:5])(=[O:4])=[O:3].[CH3:6][C:7]1([CH3:36])[O:11][C:10]([C:12]2[CH:19]=[CH:18][C:15]([C:16]#[N:17])=[CH:14][CH:13]=2)=[C:9]([C:20]2[CH:25]=[CH:24][C:23]([O:26][CH2:27][C:28]3[CH:33]=[CH:32][C:31]([CH3:34])=[CH:30][N:29]=3)=[CH:22][CH:21]=2)[C:8]1=[O:35]. (2) Given the product [CH3:38][N:2]([CH3:1])[C:3]1[C:4]2[C:13]([C:14]3[CH:15]=[CH:16][CH:17]=[CH:18][CH:19]=3)=[C:12]([C:20]3[CH:25]=[CH:24][C:23]([C:26]4([NH:30][C:31](=[O:37])[O:32][C:33]([CH3:35])([CH3:34])[CH3:36])[CH2:29][CH2:28][CH2:27]4)=[CH:22][CH:21]=3)[O:11][C:5]=2[N:6]=[C:7]([S:41]([CH3:45])(=[O:43])=[O:40])[N:8]=1, predict the reactants needed to synthesize it. The reactants are: [CH3:1][N:2]([CH3:38])[C:3]1[C:4]2[C:13]([C:14]3[CH:19]=[CH:18][CH:17]=[CH:16][CH:15]=3)=[C:12]([C:20]3[CH:25]=[CH:24][C:23]([C:26]4([NH:30][C:31](=[O:37])[O:32][C:33]([CH3:36])([CH3:35])[CH3:34])[CH2:29][CH2:28][CH2:27]4)=[CH:22][CH:21]=3)[O:11][C:5]=2[N:6]=[C:7](SC)[N:8]=1.O[O:40][S:41]([O-:43])=O.[K+].[CH2:45]1COCC1. (3) Given the product [Cl-:27].[CH3:26][N+:24]([CH3:25])([CH2:28][C:29]([O:31][CH2:32]/[CH:33]=[C:34](/[CH2:36][CH2:37][CH:38]=[C:39]([CH3:41])[CH3:40])\[CH3:35])=[O:30])[CH2:23][CH2:22][CH2:21][NH:20][C:1](=[O:19])[CH2:2][CH2:3][CH2:4][CH2:5][CH2:6][CH2:7][CH2:8][CH2:9][CH2:10][CH2:11][CH2:12][CH2:13][CH2:14][CH2:15][CH2:16][CH2:17][CH3:18], predict the reactants needed to synthesize it. The reactants are: [C:1]([NH:20][CH2:21][CH2:22][CH2:23][N:24]([CH3:26])[CH3:25])(=[O:19])[CH2:2][CH2:3][CH2:4][CH2:5][CH2:6][CH2:7][CH2:8][CH2:9][CH2:10][CH2:11][CH2:12][CH2:13][CH2:14][CH2:15][CH2:16][CH2:17][CH3:18].[Cl:27][CH2:28][C:29]([O:31][CH2:32]/[CH:33]=[C:34](/[CH2:36][CH2:37][CH:38]=[C:39]([CH3:41])[CH3:40])\[CH3:35])=[O:30].ClCC([O-])=O. (4) Given the product [ClH:1].[ClH:1].[CH2:3]([N:10]1[CH2:15][CH2:14][N:13]([CH2:17][C:18]([C:20]2[CH:25]=[CH:24][C:23]([O:26][CH3:27])=[CH:22][CH:21]=2)=[O:19])[CH2:12][CH2:11]1)[C:4]1[CH:5]=[CH:6][CH:7]=[CH:8][CH:9]=1, predict the reactants needed to synthesize it. The reactants are: [ClH:1].Cl.[CH2:3]([N:10]1[CH2:15][CH2:14][NH:13][CH2:12][CH2:11]1)[C:4]1[CH:9]=[CH:8][CH:7]=[CH:6][CH:5]=1.Br[CH2:17][C:18]([C:20]1[CH:25]=[CH:24][C:23]([O:26][CH3:27])=[CH:22][CH:21]=1)=[O:19].C([O-])([O-])=O.[K+].[K+]. (5) Given the product [CH3:1][O:2][C:3]([C:5]1[C:9]([CH2:10][N:29]([CH3:30])[CH3:28])=[C:8]([C:12]2[CH:17]=[CH:16][C:15]([O:18][CH3:19])=[CH:14][CH:13]=2)[N:7]([C:20]2[CH:25]=[CH:24][C:23]([Cl:26])=[CH:22][C:21]=2[Cl:27])[N:6]=1)=[O:4], predict the reactants needed to synthesize it. The reactants are: [CH3:1][O:2][C:3]([C:5]1[C:9]([CH2:10]Br)=[C:8]([C:12]2[CH:17]=[CH:16][C:15]([O:18][CH3:19])=[CH:14][CH:13]=2)[N:7]([C:20]2[CH:25]=[CH:24][C:23]([Cl:26])=[CH:22][C:21]=2[Cl:27])[N:6]=1)=[O:4].[CH3:28][NH:29][CH3:30].